From a dataset of Peptide-MHC class I binding affinity with 185,985 pairs from IEDB/IMGT. Regression. Given a peptide amino acid sequence and an MHC pseudo amino acid sequence, predict their binding affinity value. This is MHC class I binding data. The peptide sequence is TMKAIEKDR. The MHC is HLA-A68:01 with pseudo-sequence HLA-A68:01. The binding affinity (normalized) is 0.424.